This data is from Full USPTO retrosynthesis dataset with 1.9M reactions from patents (1976-2016). The task is: Predict the reactants needed to synthesize the given product. (1) Given the product [OH:1][C:2]1([C:21]2[CH:26]=[CH:25][CH:24]=[CH:23][CH:22]=2)[CH2:3][CH2:4][N:5]([C:8]2[CH:20]=[CH:19][C:11]([C:12]([OH:14])=[O:13])=[CH:10][CH:9]=2)[CH2:6][CH2:7]1, predict the reactants needed to synthesize it. The reactants are: [OH:1][C:2]1([C:21]2[CH:26]=[CH:25][CH:24]=[CH:23][CH:22]=2)[CH2:7][CH2:6][N:5]([C:8]2[CH:20]=[CH:19][C:11]([C:12]([O:14]C(C)(C)C)=[O:13])=[CH:10][CH:9]=2)[CH2:4][CH2:3]1. (2) Given the product [CH:1]([C:3]1[CH:4]=[C:5]([CH:9]=[CH:10][C:11]=1[OH:12])[C:6]([O:8][CH3:17])=[O:7])=[O:2], predict the reactants needed to synthesize it. The reactants are: [CH:1]([C:3]1[CH:4]=[C:5]([CH:9]=[CH:10][C:11]=1[OH:12])[C:6]([OH:8])=[O:7])=[O:2].O=S(Cl)Cl.[CH3:17]O.